From a dataset of Full USPTO retrosynthesis dataset with 1.9M reactions from patents (1976-2016). Predict the reactants needed to synthesize the given product. (1) Given the product [CH3:1][C:2]1[N:3]=[C:4]([NH:11][C:12]([N:34]2[CH2:35][CH2:36][N:31]([C:28]3[CH:29]=[CH:30][C:25]([CH2:21][CH2:22][CH2:23][CH3:24])=[CH:26][CH:27]=3)[CH2:32][CH2:33]2)=[O:20])[C:5]([O:9][CH3:10])=[N:6][C:7]=1[CH3:8], predict the reactants needed to synthesize it. The reactants are: [CH3:1][C:2]1[N:3]=[C:4]([NH:11][C:12](=[O:20])OC2C=CC=CC=2)[C:5]([O:9][CH3:10])=[N:6][C:7]=1[CH3:8].[CH2:21]([C:25]1[CH:30]=[CH:29][C:28]([N:31]2[CH2:36][CH2:35][NH:34][CH2:33][CH2:32]2)=[CH:27][CH:26]=1)[CH2:22][CH2:23][CH3:24]. (2) Given the product [CH3:1][O:2][C:3]1[CH:4]=[C:5]2[C:9](=[CH:10][C:11]=1[O:12][CH3:13])[C:8](=[O:14])[CH:7]([CH2:15][C:16]1[CH:21]=[CH:20][N:19]=[CH:18][CH:17]=1)[CH2:6]2, predict the reactants needed to synthesize it. The reactants are: [CH3:1][O:2][C:3]1[CH:4]=[C:5]2[C:9](=[CH:10][C:11]=1[O:12][CH3:13])[C:8](=[O:14])[C:7](=[CH:15][C:16]1[CH:21]=[CH:20][N:19]=[CH:18][CH:17]=1)[CH2:6]2.Cl(O)(=O)(=O)=O. (3) Given the product [NH2:1][C:2]1[C:9]([C:22]#[C:21][Si:23]([CH3:26])([CH3:25])[CH3:24])=[CH:8][C:5]([C:6]#[N:7])=[C:4]([Cl:11])[CH:3]=1, predict the reactants needed to synthesize it. The reactants are: [NH2:1][C:2]1[C:9](I)=[CH:8][C:5]([C:6]#[N:7])=[C:4]([Cl:11])[CH:3]=1.CCN(C(C)C)C(C)C.[C:21]([Si:23]([CH3:26])([CH3:25])[CH3:24])#[CH:22]. (4) Given the product [S:1]1[C:5]2[CH:6]=[CH:7][CH:8]=[CH:9][C:4]=2[C:3]([CH2:10][N:21]2[CH2:22][CH2:23][N:18]([C:13]3[CH:14]=[CH:15][CH:16]=[CH:17][N:12]=3)[CH2:19][CH2:20]2)=[CH:2]1, predict the reactants needed to synthesize it. The reactants are: [S:1]1[C:5]2[CH:6]=[CH:7][CH:8]=[CH:9][C:4]=2[C:3]([CH:10]=O)=[CH:2]1.[N:12]1[CH:17]=[CH:16][CH:15]=[CH:14][C:13]=1[N:18]1[CH2:23][CH2:22][NH:21][CH2:20][CH2:19]1.C(O[BH-](OC(=O)C)OC(=O)C)(=O)C.[Na+].C(OCC)C.